This data is from Full USPTO retrosynthesis dataset with 1.9M reactions from patents (1976-2016). The task is: Predict the reactants needed to synthesize the given product. (1) Given the product [Br:18][C:19]1[CH:24]=[CH:23][C:22]([C:25]2[C:45]([Cl:46])=[CH:44][C:28]3[N:29]([CH2:36][O:37][CH2:38][CH2:39][Si:40]([CH3:41])([CH3:42])[CH3:43])[C:30]([O:17][C@H:14]4[CH2:15][O:16][C@H:10]5[C@@H:11]([O:12][CH:7]([C:1]6[CH:2]=[CH:3][CH:4]=[CH:5][CH:6]=6)[O:8][CH2:9]5)[CH2:13]4)=[N:31][C:27]=3[CH:26]=2)=[CH:21][CH:20]=1, predict the reactants needed to synthesize it. The reactants are: [C:1]1([CH:7]2[O:12][C@H:11]3[CH2:13][C@@H:14]([OH:17])[CH2:15][O:16][C@@H:10]3[CH2:9][O:8]2)[CH:6]=[CH:5][CH:4]=[CH:3][CH:2]=1.[Br:18][C:19]1[CH:24]=[CH:23][C:22]([C:25]2[C:45]([Cl:46])=[CH:44][C:28]3[N:29]([CH2:36][O:37][CH2:38][CH2:39][Si:40]([CH3:43])([CH3:42])[CH3:41])[C:30](S(C)(=O)=O)=[N:31][C:27]=3[CH:26]=2)=[CH:21][CH:20]=1.C(=O)([O-])[O-].[Cs+].[Cs+]. (2) The reactants are: [CH2:1]1COCC1.CO.[CH:8]1([N:11]([CH2:44][C:45]2[CH:50]=[C:49]([O:51][CH2:52][CH2:53][CH2:54]SC)[N:48]=[C:47]([CH2:57][CH2:58][CH2:59][O:60][CH3:61])[CH:46]=2)[C:12](=[O:43])[CH:13]([CH2:23][C:24]2[CH:29]=[CH:28][C:27]([O:30][CH2:31][CH2:32][O:33][C:34]3[C:39]([Cl:40])=[CH:38][C:37]([CH3:41])=[CH:36][C:35]=3[Cl:42])=[CH:26][CH:25]=2)[CH2:14][NH:15][C:16](=[O:22])[O:17][C:18]([CH3:21])([CH3:20])[CH3:19])[CH2:10][CH2:9]1.O[O:63][S:64]([O-:66])=O.[K+]. Given the product [CH:8]1([N:11]([CH2:44][C:45]2[CH:50]=[C:49]([O:51][CH2:52][CH2:53][CH2:54][S:64]([CH3:1])(=[O:66])=[O:63])[N:48]=[C:47]([CH2:57][CH2:58][CH2:59][O:60][CH3:61])[CH:46]=2)[C:12](=[O:43])[CH:13]([CH2:23][C:24]2[CH:29]=[CH:28][C:27]([O:30][CH2:31][CH2:32][O:33][C:34]3[C:39]([Cl:40])=[CH:38][C:37]([CH3:41])=[CH:36][C:35]=3[Cl:42])=[CH:26][CH:25]=2)[CH2:14][NH:15][C:16](=[O:22])[O:17][C:18]([CH3:19])([CH3:20])[CH3:21])[CH2:9][CH2:10]1, predict the reactants needed to synthesize it. (3) The reactants are: Cl[C:2]1[CH:13]=[C:6]2[N:7]([CH3:12])[CH:8]([CH3:11])[CH2:9][CH2:10][N:5]2[C:4](=[O:14])[N:3]=1.[F:15][C:16]1[CH:17]=[C:18]([CH2:23][OH:24])[CH:19]=[CH:20][C:21]=1[F:22]. Given the product [F:15][C:16]1[CH:17]=[C:18]([CH:19]=[CH:20][C:21]=1[F:22])[CH2:23][O:24][C:2]1[CH:13]=[C:6]2[N:7]([CH3:12])[CH:8]([CH3:11])[CH2:9][CH2:10][N:5]2[C:4](=[O:14])[N:3]=1, predict the reactants needed to synthesize it. (4) Given the product [CH2:6]([N:5]([CH2:10][CH3:9])[CH2:31][CH2:32][O:33][C:34]1[CH:39]=[CH:38][CH:37]=[C:36]([B:40]2[O:44][C:43]([CH3:46])([CH3:45])[C:42]([CH3:48])([CH3:47])[O:41]2)[CH:35]=1)[CH3:7], predict the reactants needed to synthesize it. The reactants are: CS([N:5]1[CH2:10][CH2:9]N(CCCOC2C=CC(B3OC(C)(C)C(C)(C)O3)=CC=2)[CH2:7][CH2:6]1)(=O)=O.Br[CH2:31][CH2:32][O:33][C:34]1[CH:35]=[C:36]([B:40]2[O:44][C:43]([CH3:46])([CH3:45])[C:42]([CH3:48])([CH3:47])[O:41]2)[CH:37]=[CH:38][CH:39]=1.C(NCC)C. (5) Given the product [C:1]([O:5][C:6](=[O:34])[N:7]([CH2:23][CH2:24][CH2:25][CH2:26][N:27]([CH2:28][CH2:29][CH3:30])[CH2:31][CH2:32][CH3:33])[CH2:8][C:9]1[CH:10]=[CH:11][C:12]([CH2:15][N:16]([CH2:17][C:18]2[NH:19][CH:20]=[CH:21][N:22]=2)[CH2:49][C:45]2[N:44]([CH3:43])[CH:48]=[CH:47][N:46]=2)=[CH:13][CH:14]=1)([CH3:3])([CH3:4])[CH3:2], predict the reactants needed to synthesize it. The reactants are: [C:1]([O:5][C:6](=[O:34])[N:7]([CH2:23][CH2:24][CH2:25][CH2:26][N:27]([CH2:31][CH2:32][CH3:33])[CH2:28][CH2:29][CH3:30])[CH2:8][C:9]1[CH:14]=[CH:13][C:12]([CH2:15][NH:16][CH2:17][C:18]2[NH:19][CH:20]=[CH:21][N:22]=2)=[CH:11][CH:10]=1)([CH3:4])([CH3:3])[CH3:2].C([BH3-])#N.[Na+].C(O)(=O)C.[CH3:43][N:44]1[CH:48]=[CH:47][N:46]=[C:45]1[CH:49]=O. (6) Given the product [CH:1]([C:3]1[CH:8]=[C:7]([C@@H:9]([NH:12][C:13]([C:15]2[C:16]3[CH:23]=[N:22][N:21]([C:24]4[CH:29]=[CH:28][C:27]([F:30])=[CH:26][CH:25]=4)[C:17]=3[CH:18]=[N:19][CH:20]=2)=[O:14])[CH2:10][CH3:11])[CH:6]=[CH:5][N:4]=1)=[O:43], predict the reactants needed to synthesize it. The reactants are: [CH:1]([C:3]1[CH:8]=[C:7]([C@@H:9]([NH:12][C:13]([C:15]2[C:16]3[CH:23]=[N:22][N:21]([C:24]4[CH:29]=[CH:28][C:27]([F:30])=[CH:26][CH:25]=4)[C:17]=3[CH:18]=[N:19][CH:20]=2)=[O:14])[CH2:10][CH3:11])[CH:6]=[CH:5][N:4]=1)=C.N1C(C)=CC=CC=1C.C([OH:43])(C)(C)C.I([O-])(=O)(=O)=O.[Na+]. (7) The reactants are: C(Cl)(=O)C(Cl)=O.[Cl:7][C:8]1[C:13]([F:14])=[CH:12][CH:11]=[C:10]([F:15])[C:9]=1[CH2:16][C:17]([OH:19])=O.CN(C)C=O.[CH2:25]([O:27][C:28](=[O:39])[C:29]1[C:34]([Cl:35])=[CH:33][C:32]([CH3:36])=[N:31][C:30]=1[NH:37][CH3:38])[CH3:26]. Given the product [CH2:25]([O:27][C:28](=[O:39])[C:29]1[C:34]([Cl:35])=[CH:33][C:32]([CH3:36])=[N:31][C:30]=1[N:37]([C:17](=[O:19])[CH2:16][C:9]1[C:10]([F:15])=[CH:11][CH:12]=[C:13]([F:14])[C:8]=1[Cl:7])[CH3:38])[CH3:26], predict the reactants needed to synthesize it. (8) Given the product [F:27][C:12]([F:11])([F:26])[C:13]1[CH:25]=[CH:24][CH:23]=[CH:22][C:14]=1[O:15][CH:16]1[CH2:21][CH2:20][N:19]([C:2]2[N:10]=[CH:9][N:8]=[C:7]3[C:3]=2[N:4]=[CH:5][NH:6]3)[CH2:18][CH2:17]1, predict the reactants needed to synthesize it. The reactants are: Br[C:2]1[N:10]=[CH:9][N:8]=[C:7]2[C:3]=1[NH:4][CH:5]=[N:6]2.[F:11][C:12]([F:27])([F:26])[C:13]1[CH:25]=[CH:24][CH:23]=[CH:22][C:14]=1[O:15][CH:16]1[CH2:21][CH2:20][NH:19][CH2:18][CH2:17]1.C1CCN2C(=NCCC2)CC1.